Dataset: Forward reaction prediction with 1.9M reactions from USPTO patents (1976-2016). Task: Predict the product of the given reaction. (1) Given the reactants [Br:1][C:2]1[CH:11]=[C:10]2[C:5]([C:6]3[N:14]4[C@@H:15]([CH3:19])[CH2:16][O:17][CH2:18][C:13]4=[N:12][C:7]=3[CH:8]=[N:9]2)=[CH:4][CH:3]=1.C1C=C(Cl)C=C(C(OO)=O)C=1.[NH4+:31].[OH-].C1(C)C=CC(S(Cl)(=O)=O)=CC=1, predict the reaction product. The product is: [Br:1][C:2]1[CH:11]=[C:10]2[C:5]([C:6]3[N:14]4[C@@H:15]([CH3:19])[CH2:16][O:17][CH2:18][C:13]4=[N:12][C:7]=3[C:8]([NH2:31])=[N:9]2)=[CH:4][CH:3]=1. (2) Given the reactants C(OC([N:11]1[CH2:17][C@H:16]([OH:18])[C@@H:15]([NH:19][C:20](=[O:37])[C@@H:21]([NH:29][C:30]([O:32][C:33]([CH3:36])([CH3:35])[CH3:34])=[O:31])[CH2:22][CH:23]2[CH2:28][CH2:27][CH2:26][CH2:25][CH2:24]2)[CH2:14][CH2:13][C@H:12]1[CH3:38])=O)C1C=CC=CC=1.[H][H], predict the reaction product. The product is: [C:33]([O:32][C:30](=[O:31])[NH:29][C@H:21]([C:20](=[O:37])[NH:19][C@H:15]1[CH2:14][CH2:13][C@@H:12]([CH3:38])[NH:11][CH2:17][C@@H:16]1[OH:18])[CH2:22][CH:23]1[CH2:24][CH2:25][CH2:26][CH2:27][CH2:28]1)([CH3:34])([CH3:35])[CH3:36]. (3) The product is: [CH2:13]([O:12][C:10]([C:9]1[N:1]2[CH:6]=[CH:5][N:4]=[CH:3][C:2]2=[N:7][C:15]=1[CH3:16])=[O:11])[CH3:14]. Given the reactants [N:1]1[CH:6]=[CH:5][N:4]=[CH:3][C:2]=1[NH2:7].Cl[CH:9]([C:15](=O)[CH3:16])[C:10]([O:12][CH2:13][CH3:14])=[O:11].Cl, predict the reaction product.